This data is from Rat liver microsome stability data. The task is: Regression/Classification. Given a drug SMILES string, predict its absorption, distribution, metabolism, or excretion properties. Task type varies by dataset: regression for continuous measurements (e.g., permeability, clearance, half-life) or binary classification for categorical outcomes (e.g., BBB penetration, CYP inhibition). Dataset: rlm. The molecule is Cc1ccc(S(=O)(=O)NCC(=O)Nc2nc(-c3ccccc3)cs2)cc1. The result is 1 (stable in rat liver microsomes).